Dataset: Full USPTO retrosynthesis dataset with 1.9M reactions from patents (1976-2016). Task: Predict the reactants needed to synthesize the given product. (1) Given the product [Cl:1][C:2]1[CH:3]=[C:4]([NH:19][C:20]2[C:30]3[CH:29]=[C:28]([C:31]([NH:35][CH2:36][CH2:37][O:38][CH2:39][CH2:40][C:41]([OH:43])([CH3:44])[CH3:42])=[O:33])[CH2:27][CH2:26][NH:25][C:24]=3[N:23]=[CH:22][N:21]=2)[CH:5]=[CH:6][C:7]=1[O:8][C:9]1[CH:14]=[CH:13][CH:12]=[C:11]([C:15]([F:17])([F:18])[F:16])[CH:10]=1, predict the reactants needed to synthesize it. The reactants are: [Cl:1][C:2]1[CH:3]=[C:4]([NH:19][C:20]2[C:30]3[CH:29]=[C:28]([C:31]([OH:33])=O)[CH2:27][CH2:26][NH:25][C:24]=3[N:23]=[CH:22][N:21]=2)[CH:5]=[CH:6][C:7]=1[O:8][C:9]1[CH:14]=[CH:13][CH:12]=[C:11]([C:15]([F:18])([F:17])[F:16])[CH:10]=1.Cl.[NH2:35][CH2:36][CH2:37][O:38][CH2:39][CH2:40][C:41]([CH3:44])([OH:43])[CH3:42].ON1C2C=CC=CC=2N=N1.Cl.C(N=C=NCCCN(C)C)C. (2) Given the product [C:1]([C:5]1[CH:6]=[CH:7][C:8]([O:12][CH3:13])=[C:9]([NH:11][C:16](=[O:15])[C:17]2[CH:22]=[CH:21][C:20]([CH3:23])=[C:19]([N:24]3[CH:28]=[C:27]([C:29]4[CH:30]=[N:31][N:32]([C:36]5[CH:41]=[CH:40][CH:39]=[CH:38][CH:37]=5)[C:33]=4[CH2:34][CH3:35])[N:26]=[CH:25]3)[CH:18]=2)[CH:10]=1)([CH3:4])([CH3:2])[CH3:3], predict the reactants needed to synthesize it. The reactants are: [C:1]([C:5]1[CH:6]=[CH:7][C:8]([O:12][CH3:13])=[C:9]([NH2:11])[CH:10]=1)([CH3:4])([CH3:3])[CH3:2].C[O:15][C:16](=O)[C:17]1[CH:22]=[CH:21][C:20]([CH3:23])=[C:19]([N:24]2[CH:28]=[C:27]([C:29]3[CH:30]=[N:31][N:32]([C:36]4[CH:41]=[CH:40][CH:39]=[CH:38][CH:37]=4)[C:33]=3[CH2:34][CH3:35])[N:26]=[CH:25]2)[CH:18]=1. (3) Given the product [NH2:1][C:2]1[O:3][C@H:4]([C:28]([F:31])([F:30])[F:29])[CH2:5][C@:6]([C:9]2[CH:10]=[C:11]([NH:17][C:18](=[O:27])[C:19]3[C:24]([F:25])=[CH:23][C:22]([C:33]#[N:35])=[CH:21][N:20]=3)[CH:12]=[C:13]([F:16])[C:14]=2[F:15])([CH3:8])[N:7]=1, predict the reactants needed to synthesize it. The reactants are: [NH2:1][C:2]1[O:3][C@H:4]([C:28]([F:31])([F:30])[F:29])[CH2:5][C@:6]([C:9]2[CH:10]=[C:11]([NH:17][C:18](=[O:27])[C:19]3[C:24]([F:25])=[CH:23][C:22](Cl)=[CH:21][N:20]=3)[CH:12]=[C:13]([F:16])[C:14]=2[F:15])([CH3:8])[N:7]=1.C[C:33]([N:35](C)C)=O. (4) Given the product [Cl:39][C:40]1[CH:41]=[CH:42][C:43]([C:46]2[C:47]([CH2:55][O:56][C:57]3[CH:62]=[CH:61][C:60]([CH2:63][CH2:64][C:65]([OH:67])=[O:66])=[C:59]([F:70])[C:58]=3[F:71])=[C:48]([C:51]([F:54])([F:53])[F:52])[S:49][CH:50]=2)=[CH:44][CH:45]=1, predict the reactants needed to synthesize it. The reactants are: CS(OCC1C(C2C=CC(Cl)=CC=2)=CSC=1C(F)(F)F)(=O)=O.FC1C(F)=C(O)C=CC=1CCC(OCC)=O.[Cl:39][C:40]1[CH:45]=[CH:44][C:43]([C:46]2[C:47]([CH2:55][O:56][C:57]3[CH:62]=[CH:61][C:60]([CH2:63][CH2:64][C:65]([O:67]CC)=[O:66])=[C:59]([F:70])[C:58]=3[F:71])=[C:48]([C:51]([F:54])([F:53])[F:52])[S:49][CH:50]=2)=[CH:42][CH:41]=1. (5) Given the product [O:1]=[C:2]1[N:8]([CH:9]2[CH2:14][CH2:13][N:12]([C:15]([O:17][C@H:18]([CH2:19][C:20]3[CH:25]=[C:24]([CH3:26])[C:23]([O:27][CH2:28][C:29]4[CH:34]=[CH:33][CH:32]=[CH:31][CH:30]=4)=[C:22]([CH3:35])[CH:21]=3)[C:36]([N:53]3[CH2:54][CH2:55][N:50]([CH:47]4[CH2:46][CH2:45][S:44](=[O:43])(=[O:56])[CH2:49][CH2:48]4)[CH2:51][CH2:52]3)=[O:37])=[O:16])[CH2:11][CH2:10]2)[CH2:7][CH2:6][C:5]2[CH:39]=[CH:40][CH:41]=[CH:42][C:4]=2[NH:3]1, predict the reactants needed to synthesize it. The reactants are: [O:1]=[C:2]1[N:8]([CH:9]2[CH2:14][CH2:13][N:12]([C:15]([O:17][C@@H:18]([C:36](O)=[O:37])[CH2:19][C:20]3[CH:25]=[C:24]([CH3:26])[C:23]([O:27][CH2:28][C:29]4[CH:34]=[CH:33][CH:32]=[CH:31][CH:30]=4)=[C:22]([CH3:35])[CH:21]=3)=[O:16])[CH2:11][CH2:10]2)[CH2:7][CH2:6][C:5]2[CH:39]=[CH:40][CH:41]=[CH:42][C:4]=2[NH:3]1.[O:43]=[S:44]1(=[O:56])[CH2:49][CH2:48][CH:47]([N:50]2[CH2:55][CH2:54][NH:53][CH2:52][CH2:51]2)[CH2:46][CH2:45]1. (6) Given the product [F:12][C:13]1[C:21]([C:32]([OH:34])=[O:33])=[C:20]2[C:16]([CH:17]=[CH:18][NH:19]2)=[CH:15][C:14]=1[C:22]([F:25])([F:23])[F:24], predict the reactants needed to synthesize it. The reactants are: [Li]CCCC.CCCCCC.[F:12][C:13]1[CH:21]=[C:20]2[C:16]([CH:17]=[CH:18][NH:19]2)=[CH:15][C:14]=1[C:22]([F:25])([F:24])[F:23].CC(C)([O-])C.[K+].[C:32](=[O:34])=[O:33].